This data is from Forward reaction prediction with 1.9M reactions from USPTO patents (1976-2016). The task is: Predict the product of the given reaction. (1) The product is: [ClH:46].[Cl:46][C:47]1[CH:54]=[CH:53][C:50]([CH2:51][N:10]2[C:9]3[C:4](=[N:5][CH:6]=[CH:7][C:8]=3[N:11]3[CH2:20][CH2:19][C:18]4[C:13](=[CH:14][CH:15]=[CH:16][CH:17]=4)[CH2:12]3)[C:3]([CH3:21])=[C:2]2[CH3:1])=[CH:49][CH:48]=1. Given the reactants [CH3:1][C:2]1[NH:10][C:9]2[C:4](=[N:5][CH:6]=[CH:7][C:8]=2[N:11]2[CH2:20][CH2:19][C:18]3[C:13](=[CH:14][CH:15]=[CH:16][CH:17]=3)[CH2:12]2)[C:3]=1[CH3:21].CC(C)([O-])C.[K+].C1OCCOCCOCCOCCOCCOC1.[Cl:46][C:47]1[CH:54]=[CH:53][C:50]([CH2:51]Cl)=[CH:49][CH:48]=1, predict the reaction product. (2) Given the reactants ClC1C=CC([C:8](NC2C=CC3CCCC(CCl)=C(C)C=3C=2)=[O:9])=NC=1.NC(N)=S.Cl.[C:30]([S:33][CH2:34][C:35]1[CH2:36][CH2:37][CH2:38][C:39]2[CH:46]=[CH:45][C:44]([NH:47][C:48](=[O:56])[C:49]3[CH:54]=[CH:53][C:52]([Cl:55])=[CH:51][N:50]=3)=[CH:43][C:40]=2[C:41]=1[CH3:42])(=[NH:32])[NH2:31].[F:57][C:58]([F:64])([F:63])S(O)(=O)=O, predict the reaction product. The product is: [F:57][C:58]([F:64])([F:63])[C:8]([OH:9])=[O:56].[NH2:32][C:30]1[S:33][CH2:34][C@H:35]2[CH2:36][CH2:37][CH2:38][C:39]3[CH:46]=[CH:45][C:44]([NH:47][C:48]([C:49]4[CH:54]=[CH:53][C:52]([Cl:55])=[CH:51][N:50]=4)=[O:56])=[CH:43][C:40]=3[C@@:41]2([CH3:42])[N:31]=1. (3) Given the reactants [C:1]1([C:7]2[C:16]3[CH:15]=[CH:14][CH:13]=[CH:12][C:11]=3[N:10]=[C:9]3[C:17]4[C:22]([C:23](=O)[C:8]=23)=[CH:21][CH:20]=[CH:19][CH:18]=4)[CH:6]=[CH:5][CH:4]=[CH:3][CH:2]=1.CC1C=CC([N:30]([C:38]2C=CC=[CH:40][CH:39]=2)[C:31]2[CH:36]=[CH:35][C:34](C)=[CH:33][CH:32]=2)=CC=1.CS(O)(=O)=O.O=P12OP3(OP(OP(O3)(O1)=O)(=O)O2)=O, predict the reaction product. The product is: [C:1]1([C:7]2[C:16]3[CH:15]=[CH:14][CH:13]=[CH:12][C:11]=3[N:10]=[C:9]3[C:17]4[C:22]([C:23]([C:34]5[CH:35]=[CH:36][C:31]6[N:30]([C:6]7[CH:1]=[CH:2][CH:3]=[CH:4][CH:5]=7)[C:38]7[C:39]([C:32]=6[CH:33]=5)=[CH:40][CH:7]=[CH:8][CH:9]=7)([C:34]5[CH:33]=[CH:32][C:31]6[N:30]([C:11]7[CH:12]=[CH:13][CH:14]=[CH:15][CH:16]=7)[C:38]7[C:18]([C:36]=6[CH:35]=5)=[CH:17][CH:22]=[CH:40][CH:39]=7)[C:8]=23)=[CH:21][CH:20]=[CH:19][CH:18]=4)[CH:6]=[CH:5][CH:4]=[CH:3][CH:2]=1. (4) Given the reactants [CH2:1]([O:8][CH2:9][C@@H:10]([NH:14][C:15](OC(C)(C)C)=O)[C:11]([OH:13])=[O:12])[C:2]1[CH:7]=[CH:6][CH:5]=[CH:4][CH:3]=1.IC.[H-].[Na+].C(O)(=O)[CH2:27][C:28]([CH2:33]C(O)=O)([C:30](O)=O)[OH:29].[O:39]1CCC[CH2:40]1, predict the reaction product. The product is: [CH2:1]([O:8][CH2:9][C@@H:10]([NH:14][CH2:15][C:40]([O:29][C:28]([CH3:27])([CH3:30])[CH3:33])=[O:39])[C:11]([OH:13])=[O:12])[C:2]1[CH:3]=[CH:4][CH:5]=[CH:6][CH:7]=1.